From a dataset of Experimentally validated miRNA-target interactions with 360,000+ pairs, plus equal number of negative samples. Binary Classification. Given a miRNA mature sequence and a target amino acid sequence, predict their likelihood of interaction. (1) The protein sequence of the target gene is MRRLLLVTSLVVVLLWEAGAVPAPKVPIKMQVKHWPSEQDPEKAWGARVVEPPEKDDQLVVLFPVQKPKLLTTEEKPRGQGRGPILPGTKAWMETEDTLGHVLSPEPDHDSLYHPPPEEDQGEERPRLWVMPNHQVLLGPEEDQDHIYHPQ. The miRNA is mmu-miR-135a-1-3p with sequence UAUAGGGAUUGGAGCCGUGGCG. Result: 0 (no interaction). (2) The miRNA is hsa-miR-6863 with sequence UAGACGUGGUGAAGGAUUGAGUG. The protein sequence of the target gene is MDCQENEYRDQWGRCVTCQQCGPGQELSKDCGYGEGGDAHCIVCPPRKYKSTWGHHRCQTCITCAVINRVQKANCTNTSNAICGDCLPRFYRKTRIGGLQDQECIPCTKQTPSSEVQCTFQLSLVKVDAHTVPPREATLVALVGSLLVVFALAFLGLFFLYCKQIFNRHCQCRDSLQYEAEKTVEEDSLFPVPPGQETSPEFPANEGILEIKPLNSILDDDCSSTRGFPTQESFTMASCASESHSQWVHTPIECTELDLQKFSSSIPSTGPETLRENTAEHSGDRLELYVPFEVPSL. Result: 0 (no interaction). (3) The miRNA is mmu-miR-324-3p with sequence CCACUGCCCCAGGUGCUGCU. The protein sequence of the target gene is MAPSPRTSSRQDATALPSMSSTFWAFMILASLLIAYCSQLAAGTCEIVTLDRDSSQPRRTIARQTARCACRKGQIAGTTRARPACVDARIIKTKQWCDMLPCLEGEGCDLLINRSGWTCTQPGGRIKTTTVS. Result: 1 (interaction). (4) The miRNA is mmu-miR-15b-5p with sequence UAGCAGCACAUCAUGGUUUACA. Result: 0 (no interaction). The protein sequence of the target gene is MQRMIQQFAAEYTSKTSSTQDPSQPNSTKNQSLPKASPVTTSPTAATTQNPVLSKLLMADQDSPLDLTVRKSQSEPSEQDGVLDLSTKKSPCASSTSLSHSPGCSSTQGNGRPGRPSQYRPDGLRSGDGVPPRSLQDGTREGFGHSTSLKVPLARSLQISEELLSRNQLSTAASLGPSGLQNHGQHLILSREASWAKPHYEFSLSRMKFRGNGALSNISDLPFLAENSAFPKMAHQTKQDGKRDMSHSSPVDLKIPQVRGMDLSWESRTGDQYSYSSLVMGSQTESALSKKLRAILPKQN.... (5) The miRNA is hsa-miR-6798-3p with sequence CUACCCCCCAUCCCCCUGUAG. The protein sequence of the target gene is MSEMAELSELYEESSDLQMDVMPGEGDLPQMEVGSGSRELSLRPSRSGAQQLEEEGPMEEEEAQPMAAPEGKRSLANGPNAGEQPGQVAGADFESEDEGEEFDDWEDDYDYPEEEQLSGAGYRVSAALEEADKMFLRTREPALDGGFQMHYEKTPFDQLAFIEELFSLMVVNRLTEELGCDEIIDRE. Result: 1 (interaction). (6) The miRNA is hsa-miR-197-3p with sequence UUCACCACCUUCUCCACCCAGC. The protein sequence of the target gene is MEEMEEELKCPVCGSFYREPIILPCSHNLCQACARNILVQTPESESPQSHRAAGSGVSDYDYLDLDKMSLYSEADSGYGSYGGFASAPTTPCQKSPNGVRVFPPAMPPPATHLSPALAPVPRNSCITCPQCHRSLILDDRGLRGFPKNRVLEGVIDRYQQSKAAALKCQLCEKAPKEATVMCEQCDVFYCDPCRLRCHPPRGPLAKHRLVPPAQGRVSRRLSPRKVSTCTDHELENHSMYCVQCKMPVCYQCLEEGKHSSHEVKALGAMWKLHKSQLSQALNGLSDRAKEAKEFLVQLRN.... Result: 0 (no interaction). (7) The miRNA is hsa-miR-766-3p with sequence ACUCCAGCCCCACAGCCUCAGC. The protein sequence of the target gene is MLQFLLGFTLGNVVGMYLAQNYDIPNLAKKLEEIKKDLDAKKKPPSA. Result: 1 (interaction).